The task is: Predict the product of the given reaction.. This data is from Forward reaction prediction with 1.9M reactions from USPTO patents (1976-2016). (1) Given the reactants CS(O[CH2:6][C@H:7]1[CH2:12][CH2:11][C@H:10]([NH:13][C:14]2[C:23]3[C:18](=[CH:19][CH:20]=[C:21]([Cl:24])[N:22]=3)[N:17]=[CH:16][C:15]=2[C:25](=[O:27])[CH3:26])[CH2:9][CH2:8]1)(=O)=O.[NH:28]1[CH2:33][CH2:32][O:31][CH2:30][CH2:29]1, predict the reaction product. The product is: [Cl:24][C:21]1[N:22]=[C:23]2[C:18](=[CH:19][CH:20]=1)[N:17]=[CH:16][C:15]([C:25](=[O:27])[CH3:26])=[C:14]2[NH:13][C@H:10]1[CH2:11][CH2:12][C@H:7]([CH2:6][N:28]2[CH2:33][CH2:32][O:31][CH2:30][CH2:29]2)[CH2:8][CH2:9]1. (2) Given the reactants [OH:1][CH2:2][C:3]1[CH:4]=[C:5]([OH:10])[CH:6]=[C:7]([CH3:9])[CH:8]=1.Cl[C:12]1[CH:17]=[CH:16][C:15]([C:18]([F:21])([F:20])[F:19])=[CH:14][N:13]=1.C(=O)([O-])[O-].[K+].[K+].O, predict the reaction product. The product is: [CH3:9][C:7]1[CH:8]=[C:3]([CH2:2][OH:1])[CH:4]=[C:5]([O:10][C:12]2[CH:17]=[CH:16][C:15]([C:18]([F:21])([F:20])[F:19])=[CH:14][N:13]=2)[CH:6]=1. (3) Given the reactants CC[C@H]1[C@H]2C[C@H]([C@H](OC3C4C(=CC=CC=4)C(O[C@H](C4C=CN=C5C=4C=C(OC)C=C5)[C@@H]4N5C[C@H](CC)[C@@H](CC5)C4)=NN=3)C3C=CN=C4C=3C=C([O:22]C)C=C4)N(CC2)C1.[C:59]([OH:63])(C)([CH3:61])[CH3:60].O.[Br:65][C:66]1C(C=C)=[C:74]([CH3:78])[CH:73]=[C:72]2[C:67]=1[CH:68]=[CH:69][CH:70]=[N:71]2, predict the reaction product. The product is: [Br:65][C:66]1[C:60]([C@H:59]([OH:63])[CH2:61][OH:22])=[C:74]([CH3:78])[CH:73]=[C:72]2[C:67]=1[CH:68]=[CH:69][CH:70]=[N:71]2. (4) Given the reactants [C:1]([O:9]C=C)(=[O:8])[C:2]1C=CC=[CH:4][CH:3]=1, predict the reaction product. The product is: [CH:1]([O-:9])=[O:8].[C:1]([O-:9])(=[O:8])[CH3:2].[C:1]([O-:9])(=[O:8])[CH2:2][CH2:3][CH3:4]. (5) The product is: [Cl:31][C:32]1[CH:33]=[C:34]2[C:38](=[CH:39][CH:40]=1)[NH:37][C:36]([C:41]([NH:43][C@@H:44]1[CH2:52][C:51]3[C:46](=[CH:47][CH:48]=[CH:49][CH:50]=3)[C@H:45]1[N:53]([CH3:54])[C:16]([C@@H:14]1[CH2:13][CH2:12][C:11](=[O:10])[O:15]1)=[O:18])=[O:42])=[CH:35]2. Given the reactants CCN(C(C)C)C(C)C.[O:10]=[C:11]1[O:15][C@H:14]([C:16]([OH:18])=O)[CH2:13][CH2:12]1.CCN=C=NCCCN(C)C.Cl.[Cl:31][C:32]1[CH:33]=[C:34]2[C:38](=[CH:39][CH:40]=1)[NH:37][C:36]([C:41]([NH:43][C@@H:44]1[CH2:52][C:51]3[C:46](=[CH:47][CH:48]=[CH:49][CH:50]=3)[C@H:45]1[NH:53][CH3:54])=[O:42])=[CH:35]2, predict the reaction product. (6) Given the reactants [OH-].[Na+].[N:3]1[CH:8]=[CH:7][CH:6]=[C:5]([CH2:9][NH:10][C:11]([C:13]2[CH:41]=[CH:40][C:16]3[N:17]([C:20]4[CH:39]=[CH:38][C:23]([O:24][CH2:25][CH2:26][O:27][C:28]5[CH:29]=[N:30][CH:31]=[C:32]([CH:37]=5)[C:33]([O:35]C)=[O:34])=[CH:22][CH:21]=4)[CH:18]=[N:19][C:15]=3[CH:14]=2)=[O:12])[CH:4]=1.OC1C=NC=C(C=1)C(OC)=O, predict the reaction product. The product is: [N:3]1[CH:8]=[CH:7][CH:6]=[C:5]([CH2:9][NH:10][C:11]([C:13]2[CH:41]=[CH:40][C:16]3[N:17]([C:20]4[CH:39]=[CH:38][C:23]([O:24][CH2:25][CH2:26][O:27][C:28]5[CH:29]=[N:30][CH:31]=[C:32]([CH:37]=5)[C:33]([OH:35])=[O:34])=[CH:22][CH:21]=4)[CH:18]=[N:19][C:15]=3[CH:14]=2)=[O:12])[CH:4]=1.